Task: Predict the reaction yield, written as a fraction of the theoretical maximum amount of product (1.0 means a 100% yield; for example, 0.34 means a 34% yield).. Dataset: Reaction yield outcomes from USPTO patents with 853,638 reactions The reactants are F[C:2]1[CH:3]=[CH:4][C:5]([N+:9]([O-:11])=[O:10])=[C:6]([CH3:8])[CH:7]=1.[CH2:12]([O:19][C:20]1[CH:25]=[CH:24][NH:23][C:22](=[O:26])[CH:21]=1)[C:13]1[CH:18]=[CH:17][CH:16]=[CH:15][CH:14]=1.C([O-])([O-])=O.[Na+].[Na+]. The catalyst is CN(C=O)C. The product is [CH2:12]([O:19][C:20]1[CH:25]=[CH:24][N:23]([C:2]2[CH:3]=[CH:4][C:5]([N+:9]([O-:11])=[O:10])=[C:6]([CH3:8])[CH:7]=2)[C:22](=[O:26])[CH:21]=1)[C:13]1[CH:14]=[CH:15][CH:16]=[CH:17][CH:18]=1. The yield is 0.500.